Task: Predict the product of the given reaction.. Dataset: Forward reaction prediction with 1.9M reactions from USPTO patents (1976-2016) (1) Given the reactants C([N:4]1[C:12]2[C:7](=[CH:8][C:9](Br)=[C:10]([Cl:13])[CH:11]=2)[CH:6]=[N:5]1)(=O)C.[CH3:15][N:16](C=O)C, predict the reaction product. The product is: [Cl:13][C:10]1[CH:11]=[C:12]2[C:7]([CH:6]=[N:5][NH:4]2)=[CH:8][C:9]=1[C:15]#[N:16]. (2) Given the reactants Br[C:2]1[CH:7]=[C:6]([Br:8])[CH:5]=[CH:4][C:3]=1[N+:9]([O-:11])=[O:10].[CH3:12][NH2:13].O, predict the reaction product. The product is: [Br:8][C:6]1[CH:5]=[CH:4][C:3]([N+:9]([O-:11])=[O:10])=[C:2]([NH:13][CH3:12])[CH:7]=1. (3) Given the reactants [C:1]([C:5]1[CH:6]=[C:7]([C:12]2[CH:13]=[C:14]([CH:18]=O)[CH:15]=[N:16][CH:17]=2)[CH:8]=[CH:9][C:10]=1[OH:11])([CH3:4])([CH3:3])[CH3:2].[S:20]1C[C:24](=[O:25])[NH:23][C:21]1=S.[NH:27]1[CH2:32][CH2:31][O:30][CH2:29][CH2:28]1, predict the reaction product. The product is: [C:1]([C:5]1[CH:6]=[C:7]([C:12]2[CH:13]=[C:14]([CH:18]3[S:20][C:21]([N:27]4[CH2:32][CH2:31][O:30][CH2:29][CH2:28]4)=[N:23][C:24]3=[O:25])[CH:15]=[N:16][CH:17]=2)[CH:8]=[CH:9][C:10]=1[OH:11])([CH3:2])([CH3:3])[CH3:4]. (4) Given the reactants [NH2:1][C:2]1[S:3][C@:4]2([C:18]([NH:20][CH:21]3[CH2:23][CH2:22]3)=[O:19])[C@H:6]([C@:7]([C:10]3[CH:15]=[C:14]([NH2:16])[CH:13]=[CH:12][C:11]=3[F:17])([CH3:9])[N:8]=1)[CH2:5]2.Br[C:25]1C=CC(F)=C([C@]2(C)[C@H]3[C@](C(O)=O)(C3)SC(N(C(OC(C)(C)C)=O)COCC[Si](C)(C)C)=N2)C=1, predict the reaction product. The product is: [NH2:1][C:2]1[S:3][C@:4]2([C:18]([N:20]3[CH2:21][CH2:23][CH2:22][CH2:25]3)=[O:19])[C@H:6]([C@:7]([C:10]3[CH:15]=[C:14]([NH2:16])[CH:13]=[CH:12][C:11]=3[F:17])([CH3:9])[N:8]=1)[CH2:5]2. (5) Given the reactants [N:1]([C@@H:4]1[CH2:9][N:8]([C:10]([O:12][C:13]([CH3:16])([CH3:15])[CH3:14])=[O:11])[C@@H:7]([CH2:17][CH2:18][C:19]2[C:28]3[C:23](=[CH:24][CH:25]=[C:26]([O:29][CH3:30])[N:27]=3)[N:22]=[CH:21][C:20]=2[F:31])[CH2:6][CH2:5]1)=[N+]=[N-], predict the reaction product. The product is: [NH2:1][C@@H:4]1[CH2:9][N:8]([C:10]([O:12][C:13]([CH3:14])([CH3:16])[CH3:15])=[O:11])[C@@H:7]([CH2:17][CH2:18][C:19]2[C:28]3[C:23](=[CH:24][CH:25]=[C:26]([O:29][CH3:30])[N:27]=3)[N:22]=[CH:21][C:20]=2[F:31])[CH2:6][CH2:5]1. (6) Given the reactants Cl.[CH2:2]([NH:4][C:5](=[O:52])[NH:6][C:7]1[N:12]=[CH:11][C:10]([C:13]2[CH:14]=[C:15]3[C:20](=[CH:21][CH:22]=2)[N:19]([CH2:23][C@@H:24]2[CH2:28][CH2:27][N:26]([CH2:29][CH2:30][N:31]4[CH2:36][CH2:35][NH:34][CH2:33][CH2:32]4)[CH2:25]2)[CH:18]=[C:17]([C:37]([O:39][CH2:40][CH3:41])=[O:38])[C:16]3=[O:42])=[C:9]([C:43]2[S:44][CH:45]=[C:46]([C:48]([F:51])([F:50])[F:49])[N:47]=2)[CH:8]=1)[CH3:3].[C:53]([BH3-])#N.C=O, predict the reaction product. The product is: [CH2:2]([NH:4][C:5](=[O:52])[NH:6][C:7]1[N:12]=[CH:11][C:10]([C:13]2[CH:14]=[C:15]3[C:20](=[CH:21][CH:22]=2)[N:19]([CH2:23][C@@H:24]2[CH2:28][CH2:27][N:26]([CH2:29][CH2:30][N:31]4[CH2:36][CH2:35][N:34]([CH3:53])[CH2:33][CH2:32]4)[CH2:25]2)[CH:18]=[C:17]([C:37]([O:39][CH2:40][CH3:41])=[O:38])[C:16]3=[O:42])=[C:9]([C:43]2[S:44][CH:45]=[C:46]([C:48]([F:49])([F:50])[F:51])[N:47]=2)[CH:8]=1)[CH3:3].